Dataset: NCI-60 drug combinations with 297,098 pairs across 59 cell lines. Task: Regression. Given two drug SMILES strings and cell line genomic features, predict the synergy score measuring deviation from expected non-interaction effect. Drug 1: CC1C(C(=O)NC(C(=O)N2CCCC2C(=O)N(CC(=O)N(C(C(=O)O1)C(C)C)C)C)C(C)C)NC(=O)C3=C4C(=C(C=C3)C)OC5=C(C(=O)C(=C(C5=N4)C(=O)NC6C(OC(=O)C(N(C(=O)CN(C(=O)C7CCCN7C(=O)C(NC6=O)C(C)C)C)C)C(C)C)C)N)C. Drug 2: CN(CC1=CN=C2C(=N1)C(=NC(=N2)N)N)C3=CC=C(C=C3)C(=O)NC(CCC(=O)O)C(=O)O. Cell line: COLO 205. Synergy scores: CSS=33.4, Synergy_ZIP=-10.8, Synergy_Bliss=-7.28, Synergy_Loewe=-7.12, Synergy_HSA=-6.47.